From a dataset of Full USPTO retrosynthesis dataset with 1.9M reactions from patents (1976-2016). Predict the reactants needed to synthesize the given product. (1) Given the product [CH3:34][C:35]1([CH3:43])[O:39][C@@H:38]([CH2:40][CH2:41][NH:42][C:30]([CH:9]2[CH:8]([C:4]3[CH:5]=[CH:6][CH:7]=[C:2]([Cl:1])[C:3]=3[F:33])[C:12]([C:15]3[CH:20]=[CH:19][C:18]([Cl:21])=[CH:17][C:16]=3[F:22])([C:13]#[N:14])[CH:11]([CH2:23][C:24]([CH3:25])([CH3:26])[CH3:27])[N:10]2[CH:28]=[O:29])=[O:31])[CH2:37][O:36]1, predict the reactants needed to synthesize it. The reactants are: [Cl:1][C:2]1[C:3]([F:33])=[C:4]([CH:8]2[C:12]([C:15]3[CH:20]=[CH:19][C:18]([Cl:21])=[CH:17][C:16]=3[F:22])([C:13]#[N:14])[CH:11]([CH2:23][C:24]([CH3:27])([CH3:26])[CH3:25])[N:10]([CH:28]=[O:29])[CH:9]2[C:30](O)=[O:31])[CH:5]=[CH:6][CH:7]=1.[CH3:34][C:35]1([CH3:43])[O:39][C@@H:38]([CH2:40][CH2:41][NH2:42])[CH2:37][O:36]1.CN(C(ON1N=NC2C=CC=NC1=2)=[N+](C)C)C.F[P-](F)(F)(F)(F)F.CCN(C(C)C)C(C)C. (2) Given the product [CH3:13][C:1]1[CH:6]=[C:5]([CH3:7])[CH:4]=[C:3]([CH3:8])[C:2]=1[S:9]([O:31][C:29]1[C:28]([CH2:32][C:33]2[CH:38]=[CH:37][C:36]([O:39][CH2:40][CH2:41][CH2:42][OH:43])=[CH:35][C:34]=2[O:44][CH3:45])=[C:27]([CH3:46])[N:26]=[C:25]([NH2:24])[N:30]=1)(=[O:11])=[O:10], predict the reactants needed to synthesize it. The reactants are: [C:1]1([CH3:13])[CH:6]=[C:5]([CH3:7])[CH:4]=[C:3]([CH3:8])[C:2]=1[S:9](Cl)(=[O:11])=[O:10].C(N(C(C)C)CC)(C)C.Cl.[NH2:24][C:25]1[N:30]=[C:29]([OH:31])[C:28]([CH2:32][C:33]2[CH:38]=[CH:37][C:36]([O:39][CH2:40][CH2:41][CH2:42][OH:43])=[CH:35][C:34]=2[O:44][CH3:45])=[C:27]([CH3:46])[N:26]=1. (3) Given the product [OH:8][C:9]1[C:10](=[O:27])[CH:11]=[C:12]([CH2:15][NH:16][S:17]([C:20]2[CH:25]=[CH:24][C:23]([CH3:26])=[CH:22][CH:21]=2)(=[O:19])=[O:18])[O:13][CH:14]=1, predict the reactants needed to synthesize it. The reactants are: C([O:8][C:9]1[C:10](=[O:27])[CH:11]=[C:12]([CH2:15][NH:16][S:17]([C:20]2[CH:25]=[CH:24][C:23]([CH3:26])=[CH:22][CH:21]=2)(=[O:19])=[O:18])[O:13][CH:14]=1)C1C=CC=CC=1.OC1C(=O)C=C(CNS(C2C=CC=CC=2)(=O)=O)OC=1. (4) Given the product [O:22]1[CH:26]=[CH:25][CH:24]=[C:23]1[C:27]([N:9]1[C:8](=[O:13])[C:7]([C:1]2[CH:6]=[CH:5][CH:4]=[CH:3][CH:2]=2)([C:14]2[CH:15]=[CH:16][CH:17]=[CH:18][CH:19]=2)[NH:11][C:10]1=[O:12])=[O:28], predict the reactants needed to synthesize it. The reactants are: [C:1]1([C:7]2([C:14]3[CH:19]=[CH:18][CH:17]=[CH:16][CH:15]=3)[NH:11][C:10](=[O:12])[NH:9][C:8]2=[O:13])[CH:6]=[CH:5][CH:4]=[CH:3][CH:2]=1.[H-].[Na+].[O:22]1[CH:26]=[CH:25][CH:24]=[C:23]1[C:27](Cl)=[O:28].O. (5) Given the product [CH3:13][CH:12]([NH2:21])[CH2:11][CH2:10][C:3]1[C:2]([Cl:1])=[CH:7][C:6]([Cl:8])=[CH:5][C:4]=1[Cl:9], predict the reactants needed to synthesize it. The reactants are: [Cl:1][C:2]1[CH:7]=[C:6]([Cl:8])[CH:5]=[C:4]([Cl:9])[C:3]=1[CH2:10][CH2:11][C:12](=O)[CH3:13].C([O-])(=O)C.[NH4+].C([BH3-])#[N:21].[Na+].C(OCC)(=O)C. (6) Given the product [F:15][C:6]1[C:5]2[O:4][CH2:3][CH:2]([NH:1][CH2:17][CH2:18][CH2:19][C:20]3[C:28]4[C:23](=[CH:24][CH:25]=[C:26]([F:29])[CH:27]=4)[NH:22][CH:21]=3)[CH2:11][C:10]=2[C:9]([C:12]([NH2:14])=[O:13])=[CH:8][CH:7]=1, predict the reactants needed to synthesize it. The reactants are: [NH2:1][CH:2]1[CH2:11][C:10]2[C:9]([C:12]([NH2:14])=[O:13])=[CH:8][CH:7]=[C:6]([F:15])[C:5]=2[O:4][CH2:3]1.Br[CH2:17][CH2:18][CH2:19][C:20]1[C:28]2[C:23](=[CH:24][CH:25]=[C:26]([F:29])[CH:27]=2)[NH:22][CH:21]=1.C(N(CC)CC)C. (7) The reactants are: [C:1]([OH:6])(=[O:5])[C:2]([CH3:4])=[CH2:3].O[CH2:8][CH2:9][CH2:10][CH2:11][CH2:12][CH2:13][O:14][C:15]1[CH:20]=[CH:19][C:18](/[CH:21]=[CH:22]/[C:23]([O:25][CH3:26])=[O:24])=[CH:17][CH:16]=1.C1(N=C=NC2CCCCC2)CCCCC1. Given the product [CH3:3][C:2](=[CH2:4])[C:1]([O:6][CH2:8][CH2:9][CH2:10][CH2:11][CH2:12][CH2:13][O:14][C:15]1[CH:16]=[CH:17][C:18](/[CH:21]=[CH:22]/[C:23]([O:25][CH3:26])=[O:24])=[CH:19][CH:20]=1)=[O:5], predict the reactants needed to synthesize it. (8) Given the product [CH3:1][O:2][C:3]1[CH:4]=[C:5]2[C:9](=[CH:10][C:11]=1[O:12][CH3:13])[C:8](=[O:14])[C:7](=[CH:21][C:18]1[CH:19]=[CH:20][N:15]=[CH:16][CH:17]=1)[CH2:6]2, predict the reactants needed to synthesize it. The reactants are: [CH3:1][O:2][C:3]1[CH:4]=[C:5]2[C:9](=[CH:10][C:11]=1[O:12][CH3:13])[C:8](=[O:14])[CH2:7][CH2:6]2.[N:15]1[CH:20]=[CH:19][C:18]([CH:21]=O)=[CH:17][CH:16]=1.C1(C)C=CC(S(O)(=O)=O)=CC=1.C(=O)([O-])[O-].[Na+].[Na+].